This data is from Full USPTO retrosynthesis dataset with 1.9M reactions from patents (1976-2016). The task is: Predict the reactants needed to synthesize the given product. (1) Given the product [O:3]1[C:4]2[CH:10]=[CH:9][CH:8]=[CH:7][C:5]=2[CH:6]=[C:2]1[C:16]#[C:15][Si:12]([CH3:14])([CH3:13])[CH3:11], predict the reactants needed to synthesize it. The reactants are: I[C:2]1[O:3][C:4]2[CH:10]=[CH:9][CH:8]=[CH:7][C:5]=2[CH:6]=1.[CH3:11][Si:12]([C:15]#[CH:16])([CH3:14])[CH3:13].C(NC(C)C)(C)C.O. (2) Given the product [O:1]=[CH:2][C@H:3]([C@@H:5]([C@@H:7]([CH2:9][OH:10])[OH:8])[OH:6])[OH:4], predict the reactants needed to synthesize it. The reactants are: [O:1]=[C:2](O)[C@@H:3]([C@H:5]([C@@H:7]([C@@H:9](CO)[OH:10])[OH:8])[OH:6])[OH:4].O=C[C@@H]([C@H]([C@@H]([C@@H](C(O)=O)O)O)O)O.O=C[C@@H]([C@H]([C@H]([C@@H](C(O)=O)O)O)O)O. (3) Given the product [CH:22]([C:2]1[CH:3]=[C:4]([CH:12]=[C:13]([C:15]([F:18])([F:17])[F:16])[CH:14]=1)[C:5]([O:7][C:8]([CH3:11])([CH3:10])[CH3:9])=[O:6])=[O:23], predict the reactants needed to synthesize it. The reactants are: Br[C:2]1[CH:3]=[C:4]([CH:12]=[C:13]([C:15]([F:18])([F:17])[F:16])[CH:14]=1)[C:5]([O:7][C:8]([CH3:11])([CH3:10])[CH3:9])=[O:6].CN([CH:22]=[O:23])C.CCOC(C)=O.CCCCCC.CCOCC. (4) Given the product [C:1]([N:4]1[CH2:5][CH2:6][N:7]([C:10]2[CH:15]=[CH:14][C:13]([O:16][CH2:23][CH2:24][CH2:25][CH2:26][CH2:27][CH3:28])=[CH:12][CH:11]=2)[CH2:8][CH2:9]1)(=[O:3])[CH3:2], predict the reactants needed to synthesize it. The reactants are: [C:1]([N:4]1[CH2:9][CH2:8][N:7]([C:10]2[CH:15]=[CH:14][C:13]([OH:16])=[CH:12][CH:11]=2)[CH2:6][CH2:5]1)(=[O:3])[CH3:2].C(=O)(O)[O-].[K+].Br[CH2:23][CH2:24][CH2:25][CH2:26][CH2:27][CH3:28].O.